From a dataset of Reaction yield outcomes from USPTO patents with 853,638 reactions. Predict the reaction yield, written as a fraction of the theoretical maximum amount of product (1.0 means a 100% yield; for example, 0.34 means a 34% yield). (1) The reactants are C(=O)=O.[OH-].[Na+].[CH:6]1([P:12](=O)([CH:19]2[CH2:24][CH2:23][CH2:22][CH2:21][CH2:20]2)[CH:13]2[CH2:18][CH2:17][CH2:16][CH2:15][CH2:14]2)[CH2:11][CH2:10][CH2:9][CH2:8][CH2:7]1.C(Cl)([Cl:28])=O. The catalyst is C1(C)C=CC=CC=1. The product is [ClH:28].[CH:19]1([P:12]([CH:6]2[CH2:7][CH2:8][CH2:9][CH2:10][CH2:11]2)[CH:13]2[CH2:18][CH2:17][CH2:16][CH2:15][CH2:14]2)[CH2:20][CH2:21][CH2:22][CH2:23][CH2:24]1. The yield is 0.860. (2) The reactants are [CH2:1]([CH:4]([CH2:13][CH2:14][CH3:15])[C:5]([O:7][CH2:8][CH2:9][C:10]([OH:12])=[O:11])=[O:6])[CH2:2][CH3:3].[CH2:16]1[O:21][CH:20]([C:22]2[CH:27]=[CH:26][CH:25]=[CH:24][CH:23]=2)[O:19][CH2:18][CH:17]1O.C(N(CC)CC)C. The catalyst is C(Cl)Cl. The product is [CH2:13]([CH:4]([CH2:1][CH2:2][CH3:3])[C:5]([O:7][CH2:8][CH2:9][C:10](=[O:12])[O:11][CH:17]1[CH2:18][O:19][CH:20]([C:22]2[CH:23]=[CH:24][CH:25]=[CH:26][CH:27]=2)[O:21][CH2:16]1)=[O:6])[CH2:14][CH3:15]. The yield is 0.830. (3) The catalyst is C(O)C.O1CCCC1. The product is [CH3:1][O:2][C:3]1([C:6]2[CH:7]=[CH:8][C:9]([C:12]#[C:13][C:14]3[CH:15]=[CH:16][C:17]([CH2:20][C:21]([OH:23])=[O:22])=[CH:18][CH:19]=3)=[CH:10][CH:11]=2)[CH2:5][CH2:4]1. The yield is 0.840. The reactants are [CH3:1][O:2][C:3]1([C:6]2[CH:11]=[CH:10][C:9]([C:12]#[C:13][C:14]3[CH:19]=[CH:18][C:17]([CH2:20][C:21]([O:23]C)=[O:22])=[CH:16][CH:15]=3)=[CH:8][CH:7]=2)[CH2:5][CH2:4]1.[OH-].[Na+]. (4) The reactants are [CH3:1][O:2][C:3](=[O:20])[C:4]1[CH:9]=[C:8]([N+:10]([O-])=O)[CH:7]=[C:6]([C:13]2[CH:18]=[CH:17][C:16]([CH3:19])=[CH:15][N:14]=2)[CH:5]=1.Cl[Sn]Cl. The catalyst is CO. The product is [CH3:1][O:2][C:3](=[O:20])[C:4]1[CH:5]=[C:6]([C:13]2[CH:18]=[CH:17][C:16]([CH3:19])=[CH:15][N:14]=2)[CH:7]=[C:8]([NH2:10])[CH:9]=1. The yield is 1.00. (5) The reactants are [CH3:1][O:2][C:3]1[CH:8]=[CH:7][C:6]([N:9]2[CH:13]=[CH:12][CH:11]=[N:10]2)=[CH:5][CH:4]=1.C([Li])CCC.[CH2:19]([CH:21]([CH2:24][CH3:25])[CH:22]=[O:23])[CH3:20].CCOC(C)=O. The catalyst is C1COCC1.Cl. The product is [CH2:19]([CH:21]([CH2:24][CH3:25])[CH:22]([C:13]1[N:9]([C:6]2[CH:5]=[CH:4][C:3]([O:2][CH3:1])=[CH:8][CH:7]=2)[N:10]=[CH:11][CH:12]=1)[OH:23])[CH3:20]. The yield is 0.680. (6) The reactants are Br[C:2]1[CH:22]=[C:21]([C:23]([F:26])([F:25])[F:24])[C:5]2[N:6]([CH2:10][C:11]3[CH:16]=[CH:15][C:14]([O:17][CH3:18])=[CH:13][C:12]=3[O:19][CH3:20])[C:7](=[O:9])[NH:8][C:4]=2[CH:3]=1.[Cu][C:28]#[N:29]. The catalyst is CN(C)C=O. The product is [CH3:20][O:19][C:12]1[CH:13]=[C:14]([O:17][CH3:18])[CH:15]=[CH:16][C:11]=1[CH2:10][N:6]1[C:5]2[C:21]([C:23]([F:26])([F:25])[F:24])=[CH:22][C:2]([C:28]#[N:29])=[CH:3][C:4]=2[NH:8][C:7]1=[O:9]. The yield is 1.00.